The task is: Predict the reactants needed to synthesize the given product.. This data is from Full USPTO retrosynthesis dataset with 1.9M reactions from patents (1976-2016). (1) Given the product [CH3:2][C:3]1[CH:27]=[CH:26][C:6]([C:7]([NH:9][C:10]2[CH:15]=[C:14]([C:16]([F:17])([F:18])[F:19])[CH:13]=[C:12]([N:20]3[CH:24]=[C:23]([CH3:25])[N:22]=[CH:21]3)[CH:11]=2)=[O:8])=[CH:5][C:4]=1[NH:28][C:29]1[N:34]=[C:33]([C:35]2[CH:36]=[N:37][CH:38]=[CH:39][CH:40]=2)[CH:32]=[CH:31][N:30]=1, predict the reactants needed to synthesize it. The reactants are: Cl.[CH3:2][C:3]1[CH:27]=[CH:26][C:6]([C:7]([NH:9][C:10]2[CH:15]=[C:14]([C:16]([F:19])([F:18])[F:17])[CH:13]=[C:12]([N:20]3[CH:24]=[C:23]([CH3:25])[N:22]=[CH:21]3)[CH:11]=2)=[O:8])=[CH:5][C:4]=1[NH:28][C:29]1[N:34]=[C:33]([C:35]2[CH:36]=[N:37][CH:38]=[CH:39][CH:40]=2)[CH:32]=[CH:31][N:30]=1.O. (2) The reactants are: [C:1]1(CC(O)=O)[CH:6]=[CH:5][CH:4]=[CH:3][CH:2]=1.C([N:13]([CH2:16][CH3:17])CC)C.F[P-](F)(F)(F)(F)F.N1(OC(N(C)C)=[N+](C)C)C2N=CC=CC=2N=N1.COC1C=CC(P2(=S)SP(=S)(C3C=CC(OC)=CC=3)[S:51]2)=CC=1.Br[CH2:65][C:66](=O)[C:67]([OH:69])=[O:68]. Given the product [CH2:17]([C:16]1[S:51][CH:65]=[C:66]([C:67]([OH:69])=[O:68])[N:13]=1)[C:1]1[CH:6]=[CH:5][CH:4]=[CH:3][CH:2]=1, predict the reactants needed to synthesize it. (3) Given the product [N:33]1([C:2]2[N:1]=[C:6]([N:7]3[CH2:12][CH2:11][NH:10][CH2:9][CH2:8]3)[N:5]=[C:4]([N:20]3[CH2:21][CH2:22][NH:23][CH2:24][CH2:25]3)[N:3]=2)[CH2:38][CH2:37][NH:36][CH2:35][CH2:34]1, predict the reactants needed to synthesize it. The reactants are: [N:1]1[C:6]([N:7]2[CH2:12][CH2:11][N:10](C(OC(C)(C)C)=O)[CH2:9][CH2:8]2)=[N:5][C:4]([N:20]2[CH2:25][CH2:24][N:23](C(OC(C)(C)C)=O)[CH2:22][CH2:21]2)=[N:3][C:2]=1[N:33]1[CH2:38][CH2:37][N:36](C(OC(C)(C)C)=O)[CH2:35][CH2:34]1.Cl.